Dataset: Reaction yield outcomes from USPTO patents with 853,638 reactions. Task: Predict the reaction yield, written as a fraction of the theoretical maximum amount of product (1.0 means a 100% yield; for example, 0.34 means a 34% yield). (1) The reactants are S(C1C=CC(C)=CC=1)(O[C:5]1[C:14]2[C:9](=[CH:10][CH:11]=[CH:12][CH:13]=2)[CH:8]=[CH:7][CH:6]=1)(=O)=O.[C:22]([NH2:30])(=[O:29])[C:23]1[CH:28]=[CH:27][CH:26]=[CH:25][CH:24]=1.CCCCCC. The catalyst is C(OCC)(=O)C. The product is [C:5]1([NH:30][C:22](=[O:29])[C:23]2[CH:28]=[CH:27][CH:26]=[CH:25][CH:24]=2)[C:14]2[C:9](=[CH:10][CH:11]=[CH:12][CH:13]=2)[CH:8]=[CH:7][CH:6]=1. The yield is 0.950. (2) The reactants are [C:1]([N:11]1[CH2:15][CH2:14][CH:13]([C:16]([OH:18])=[O:17])[CH2:12]1)([O:3][CH2:4][C:5]1[CH:10]=[CH:9][CH:8]=[CH:7][CH:6]=1)=[O:2].IC.[C:21](=O)([O-])O.[K+]. The catalyst is CN(C=O)C. The product is [CH3:21][O:17][C:16]([CH:13]1[CH2:14][CH2:15][N:11]([C:1]([O:3][CH2:4][C:5]2[CH:10]=[CH:9][CH:8]=[CH:7][CH:6]=2)=[O:2])[CH2:12]1)=[O:18]. The yield is 0.990. (3) The reactants are [Br:1][C:2]1[CH:12]=[C:11](/[CH:13]=[CH:14]\[CH:15]([C:20]2[CH:25]=[C:24]([Cl:26])[C:23]([Cl:27])=[C:22]([Cl:28])[CH:21]=2)[C:16]([F:19])([F:18])[F:17])[CH:10]=[CH:9][C:3]=1[C:4]([O:6]CC)=[O:5].I[Si](C)(C)C. The catalyst is CC#N. The product is [Br:1][C:2]1[CH:12]=[C:11](/[CH:13]=[CH:14]\[CH:15]([C:20]2[CH:21]=[C:22]([Cl:28])[C:23]([Cl:27])=[C:24]([Cl:26])[CH:25]=2)[C:16]([F:19])([F:18])[F:17])[CH:10]=[CH:9][C:3]=1[C:4]([OH:6])=[O:5]. The yield is 0.420. (4) The reactants are [Br:1][C:2]1[CH:9]=[C:8]([F:10])[C:5]([CH2:6][OH:7])=[C:4]([F:11])[CH:3]=1.C(N(CC)CC)C. The catalyst is C(Cl)Cl.CS(C)=O.CCOCC. The product is [Br:1][C:2]1[CH:3]=[C:4]([F:11])[C:5]([CH:6]=[O:7])=[C:8]([F:10])[CH:9]=1. The yield is 0.840. (5) The reactants are [F:1][C:2]1[CH:7]=[CH:6][CH:5]=[CH:4][C:3]=1[CH:8]=[CH:9][C:10]([NH:12][C@H:13]([C:25]([OH:27])=[O:26])[CH2:14][CH2:15][CH2:16][NH:17]C(OC(C)(C)C)=O)=[O:11].[ClH:28].O1CCOCC1. The catalyst is C(Cl)Cl. The product is [ClH:28].[F:1][C:2]1[CH:7]=[CH:6][CH:5]=[CH:4][C:3]=1[CH:8]=[CH:9][C:10]([NH:12][C@H:13]([C:25]([OH:27])=[O:26])[CH2:14][CH2:15][CH2:16][NH2:17])=[O:11]. The yield is 0.900. (6) The reactants are [I:1][C:2]1[CH:3]=[C:4]2[C:8](=[CH:9][CH:10]=1)[NH:7][C:6](=[O:11])[C:5]2=O.[NH:13]([C:15]([C:17]1[CH:26]=[CH:25][C:20]([C:21]([O:23][CH3:24])=[O:22])=[CH:19][CH:18]=1)=[O:16])[NH2:14]. The catalyst is C(O)(=O)C. The product is [I:1][C:2]1[CH:3]=[C:4]2[C:8](=[CH:9][CH:10]=1)[NH:7][C:6](=[O:11])[C:5]2=[N:14][NH:13][C:15]([C:17]1[CH:26]=[CH:25][C:20]([C:21]([O:23][CH3:24])=[O:22])=[CH:19][CH:18]=1)=[O:16]. The yield is 0.860. (7) The reactants are [N:1]1([CH2:7][C:8]2[CH:9]=[C:10]([C:14]3[O:15][C:16]4[C:22]([C:23]([O:25]C)=O)=[CH:21][CH:20]=[CH:19][C:17]=4[N:18]=3)[CH:11]=[CH:12][CH:13]=2)[CH2:6][CH2:5][NH:4][CH2:3][CH2:2]1.O.[NH4+:28]. The catalyst is C(O)C. The product is [N:1]1([CH2:7][C:8]2[CH:9]=[C:10]([C:14]3[O:15][C:16]4[C:22]([C:23]([NH2:28])=[O:25])=[CH:21][CH:20]=[CH:19][C:17]=4[N:18]=3)[CH:11]=[CH:12][CH:13]=2)[CH2:2][CH2:3][NH:4][CH2:5][CH2:6]1. The yield is 0.130. (8) The reactants are [Cl-].Cl[C:3](Cl)=[N+:4]([CH3:6])[CH3:5].[CH2:8]([N:13]1[C:21]2[N:20]=[CH:19][NH:18][C:17]=2[C:16](=[O:22])[NH:15]/[C:14]/1=[N:23]/[NH2:24])[CH2:9][CH2:10][CH2:11][CH3:12].[OH-].[Na+]. The catalyst is C(Cl)Cl. The product is [CH3:5][N:4]([CH3:6])[C:3]1[N:15]2[C:16](=[O:22])[C:17]3[NH:18][CH:19]=[N:20][C:21]=3[N:13]([CH2:8][CH2:9][CH2:10][CH2:11][CH3:12])[C:14]2=[N:23][N:24]=1. The yield is 0.690.